The task is: Predict the reactants needed to synthesize the given product.. This data is from Full USPTO retrosynthesis dataset with 1.9M reactions from patents (1976-2016). (1) Given the product [CH3:1][O:2][C:3](=[O:17])[CH:4]([NH:9][C:10]([O:12][C:13]([CH3:15])([CH3:14])[CH3:16])=[O:11])[CH2:5][CH2:6][CH:7]=[O:8], predict the reactants needed to synthesize it. The reactants are: [CH3:1][O:2][C:3](=[O:17])[CH:4]([NH:9][C:10]([O:12][C:13]([CH3:16])([CH3:15])[CH3:14])=[O:11])[CH2:5][CH2:6][CH2:7][OH:8].Cl.CN(C)CCCN=C=NCC.ClC(Cl)C(O)=O. (2) Given the product [C:11](=[O:12])([O:13][C:14]([CH3:17])([CH3:16])[CH3:15])[O:10][C:7]1[CH:8]=[CH:9][C:4]([NH2:1])=[CH:5][CH:6]=1, predict the reactants needed to synthesize it. The reactants are: [N+:1]([C:4]1[CH:9]=[CH:8][C:7]([OH:10])=[CH:6][CH:5]=1)([O-])=O.[C:11](O[C:11]([O:13][C:14]([CH3:17])([CH3:16])[CH3:15])=[O:12])([O:13][C:14]([CH3:17])([CH3:16])[CH3:15])=[O:12].O. (3) Given the product [Cl:1][C:2]1[N:3]=[C:4]([NH:10][C:11]2[CH:20]=[CH:19][CH:18]=[CH:17][C:12]=2[C:13]([NH:15][CH3:16])=[O:14])[C:5]([Br:8])=[CH:6][N:7]=1, predict the reactants needed to synthesize it. The reactants are: [Cl:1][C:2]1[N:7]=[CH:6][C:5]([Br:8])=[C:4](Cl)[N:3]=1.[NH2:10][C:11]1[CH:20]=[CH:19][CH:18]=[CH:17][C:12]=1[C:13]([NH:15][CH3:16])=[O:14].C(N(CC)C(C)C)(C)C. (4) The reactants are: [NH2:1][CH2:2][CH2:3][N:4]1[C:13](=[O:14])[C:12]2[C:7](=[CH:8][CH:9]=[CH:10][CH:11]=2)[NH:6][C:5]1=[O:15].[O:16]=[C:17]1[N:21]([C:22]2[CH:23]=[CH:24][C:25]3[S:26][CH2:27][C:28](=[O:32])[NH:29][C:30]=3[N:31]=2)[CH2:20][C@@H:19]([CH2:33]OS(C)(=O)=O)[O:18]1. Given the product [O:16]=[C:17]1[N:21]([C:22]2[CH:23]=[CH:24][C:25]3[S:26][CH2:27][C:28](=[O:32])[NH:29][C:30]=3[N:31]=2)[CH2:20][C@@H:19]([CH2:33][NH:1][CH2:2][CH2:3][N:4]2[C:13](=[O:14])[C:12]3[C:7](=[CH:8][CH:9]=[CH:10][CH:11]=3)[NH:6][C:5]2=[O:15])[O:18]1, predict the reactants needed to synthesize it.